Dataset: Forward reaction prediction with 1.9M reactions from USPTO patents (1976-2016). Task: Predict the product of the given reaction. (1) Given the reactants [CH3:1][S:2](Cl)(=[O:4])=[O:3].C(N(C(C)C)CC)(C)C.[C:15]([O:18][CH2:19][CH2:20][C@@H:21]([NH:25][C:26]1[C:31]([CH2:32][C:33]2[CH:38]=[CH:37][C:36]([O:39][CH2:40][CH2:41][CH2:42][OH:43])=[CH:35][C:34]=2[O:44][CH3:45])=[C:30]([CH3:46])[N:29]=[C:28]([NH2:47])[N:27]=1)[CH2:22][CH2:23][CH3:24])(=[O:17])[CH3:16], predict the reaction product. The product is: [C:15]([O:18][CH2:19][CH2:20][C@@H:21]([NH:25][C:26]1[C:31]([CH2:32][C:33]2[CH:38]=[CH:37][C:36]([O:39][CH2:40][CH2:41][CH2:42][O:43][S:2]([CH3:1])(=[O:4])=[O:3])=[CH:35][C:34]=2[O:44][CH3:45])=[C:30]([CH3:46])[N:29]=[C:28]([NH2:47])[N:27]=1)[CH2:22][CH2:23][CH3:24])(=[O:17])[CH3:16]. (2) Given the reactants [F:1][C:2]1[CH:11]=[C:10]2[C:5]([CH:6]=[C:7]([C:13]3[N:14]=[CH:15][NH:16][CH:17]=3)[C:8](=[O:12])[O:9]2)=[CH:4][CH:3]=1.I[C:19]1[CH:24]=[CH:23][CH:22]=[CH:21][CH:20]=1.CN[C@@H]1CCCC[C@H]1NC.C([O-])([O-])=O.[Cs+].[Cs+], predict the reaction product. The product is: [F:1][C:2]1[CH:11]=[C:10]2[C:5]([CH:6]=[C:7]([C:13]3[N:14]=[CH:15][N:16]([C:19]4[CH:24]=[CH:23][CH:22]=[CH:21][CH:20]=4)[CH:17]=3)[C:8](=[O:12])[O:9]2)=[CH:4][CH:3]=1. (3) Given the reactants [C:1]([O:5][C:6](=[O:26])[N:7]([CH2:11][C:12]1[CH:17]=[CH:16][C:15](Br)=[CH:14][C:13]=1[O:19][C:20]1[CH:21]=[N:22][CH:23]=[CH:24][CH:25]=1)[CH:8]1[CH2:10][CH2:9]1)([CH3:4])([CH3:3])[CH3:2].[CH2:27]1[CH2:37][CH2:36][N:35]2[C:30](=[N:31][CH2:32][CH2:33][CH2:34]2)[CH2:29]C1.C1(N2CCCNCC2)CC1.C1C[O:51][CH2:50]C1, predict the reaction product. The product is: [C:1]([O:5][C:6](=[O:26])[N:7]([CH:8]1[CH2:10][CH2:9]1)[CH2:11][C:12]1[CH:17]=[CH:16][C:15]([C:50]([N:31]2[CH2:32][CH2:33][CH2:34][N:35]([CH:36]3[CH2:37][CH2:27]3)[CH2:30][CH2:29]2)=[O:51])=[CH:14][C:13]=1[O:19][C:20]1[CH:21]=[N:22][CH:23]=[CH:24][CH:25]=1)([CH3:4])([CH3:3])[CH3:2]. (4) Given the reactants Br[C:2]1[CH:24]=[N:23][C:5]2[N:6]([CH2:15][O:16][CH2:17][CH2:18][Si:19]([CH3:22])([CH3:21])[CH3:20])[C:7]3[CH:12]=[N:11][C:10]([C:13]#[N:14])=[CH:9][C:8]=3[C:4]=2[CH:3]=1.[B:25]1([B:25]2[O:29][C:28]([CH3:31])([CH3:30])[C:27]([CH3:33])([CH3:32])[O:26]2)[O:29][C:28]([CH3:31])([CH3:30])[C:27]([CH3:33])([CH3:32])[O:26]1.C([O-])(=O)C.[K+], predict the reaction product. The product is: [CH3:32][C:27]1([CH3:33])[C:28]([CH3:31])([CH3:30])[O:29][B:25]([C:2]2[CH:24]=[N:23][C:5]3[N:6]([CH2:15][O:16][CH2:17][CH2:18][Si:19]([CH3:22])([CH3:21])[CH3:20])[C:7]4[CH:12]=[N:11][C:10]([C:13]#[N:14])=[CH:9][C:8]=4[C:4]=3[CH:3]=2)[O:26]1. (5) Given the reactants [CH:1]1[CH:2]=[C:3]([CH2:6][NH:7][C:8]2[C:13]([C:14]([OH:16])=[O:15])=[CH:12][C:11]([S:17]([NH2:20])(=[O:19])=[O:18])=[C:10]([Cl:21])[CH:9]=2)[O:4][CH:5]=1.Cl[CH2:23][C:24]#[N:25], predict the reaction product. The product is: [NH2:20][S:17]([C:11]1[C:10]([Cl:21])=[CH:9][C:8]([NH:7][CH2:6][C:3]2[O:4][CH:5]=[CH:1][CH:2]=2)=[C:13]([CH:12]=1)[C:14]([O:16][CH2:23][C:24]#[N:25])=[O:15])(=[O:19])=[O:18]. (6) The product is: [CH3:1][O:2][C:3]([C:5]1([NH:14][C:15](=[O:28])[C:16]2[CH:21]=[CH:20][C:19]([O:22][CH3:23])=[C:18]([OH:24])[CH:17]=2)[CH2:6][C:7]2[C:12](=[CH:11][CH:10]=[CH:9][CH:8]=2)[CH2:13]1)=[O:4]. Given the reactants [CH3:1][O:2][C:3]([C:5]1([NH:14][C:15](=[O:28])[C:16]2[CH:21]=[CH:20][C:19]([O:22][CH3:23])=[C:18]([O:24]C(=O)C)[CH:17]=2)[CH2:13][C:12]2[C:7](=[CH:8][CH:9]=[CH:10][CH:11]=2)[CH2:6]1)=[O:4].C(=O)([O-])[O-].[K+].[K+], predict the reaction product. (7) Given the reactants [Cl:1][C:2]1[N:7]=[C:6]([CH2:8][OH:9])[CH:5]=[C:4]([I:10])[C:3]=1[OH:11].[CH:12]1([CH2:15]Br)[CH2:14][CH2:13]1, predict the reaction product. The product is: [Cl:1][C:2]1[N:7]=[C:6]([CH2:8][OH:9])[CH:5]=[C:4]([I:10])[C:3]=1[O:11][CH2:15][CH:12]1[CH2:14][CH2:13]1. (8) Given the reactants [CH3:1][O:2][C:3]1[CH:4]=[C:5]2[C:9](=[CH:10][CH:11]=1)[NH:8][CH:7]=[CH:6]2.C([Li])CCC.[C:17]1([S:23](Cl)(=[O:25])=[O:24])[CH:22]=[CH:21][CH:20]=[CH:19][CH:18]=1.C([O-])(O)=O.[Na+].[K+].[Br-], predict the reaction product. The product is: [CH3:1][O:2][C:3]1[CH:4]=[C:5]2[C:9](=[CH:10][CH:11]=1)[N:8]([S:23]([C:17]1[CH:22]=[CH:21][CH:20]=[CH:19][CH:18]=1)(=[O:25])=[O:24])[CH:7]=[CH:6]2. (9) Given the reactants [CH2:1]1[O:5][C:4]2[CH:6]=[C:7]([OH:10])[CH:8]=[CH:9][C:3]=2[O:2]1.Br[CH2:12][C:13]([O:15][CH3:16])=[O:14].C(=O)([O-])[O-].[K+].[K+], predict the reaction product. The product is: [CH2:1]1[O:2][C:3]2[CH:9]=[CH:8][C:7]([O:10][CH2:12][C:13]([O:15][CH3:16])=[O:14])=[CH:6][C:4]=2[O:5]1. (10) Given the reactants [F:1][C:2]1[CH:7]=[C:6]([CH:8]=[CH:9][N+:10]([O-])=O)[CH:5]=[CH:4][C:3]=1[O:13][CH3:14].[H-].[Al+3].[Li+].[H-].[H-].[H-], predict the reaction product. The product is: [F:1][C:2]1[CH:7]=[C:6]([CH2:8][CH2:9][NH2:10])[CH:5]=[CH:4][C:3]=1[O:13][CH3:14].